This data is from Catalyst prediction with 721,799 reactions and 888 catalyst types from USPTO. The task is: Predict which catalyst facilitates the given reaction. Reactant: [CH:1]([C:4]1[CH:9]=[CH:8][C:7](C)=[CH:6][C:5]=1[OH:11])([CH3:3])[CH3:2].C([O-])=O.[NH4+:15]. Product: [NH2:15][C:7]1[CH:8]=[CH:9][C:4]([CH:1]([CH3:3])[CH3:2])=[C:5]([OH:11])[CH:6]=1. The catalyst class is: 29.